Dataset: Forward reaction prediction with 1.9M reactions from USPTO patents (1976-2016). Task: Predict the product of the given reaction. (1) Given the reactants Cl[C:2]1[CH:7]=[C:6]([Cl:8])[N:5]=[CH:4][N:3]=1.[C:9]([O:13][C:14](=[O:23])[NH:15][C:16]1[CH:21]=[CH:20][C:19]([NH2:22])=[CH:18][CH:17]=1)([CH3:12])([CH3:11])[CH3:10], predict the reaction product. The product is: [C:9]([O:13][C:14](=[O:23])[NH:15][C:16]1[CH:17]=[CH:18][C:19]([NH:22][C:2]2[CH:7]=[C:6]([Cl:8])[N:5]=[CH:4][N:3]=2)=[CH:20][CH:21]=1)([CH3:12])([CH3:10])[CH3:11]. (2) Given the reactants [Br:1][C:2]1[CH:11]=[C:10]2[C:5]([CH2:6][CH:7]([C:12](OC)=[O:13])[NH:8][CH2:9]2)=[CH:4][CH:3]=1.[AlH4-].[Li+].O.[OH-].[Na+], predict the reaction product. The product is: [Br:1][C:2]1[CH:11]=[C:10]2[C:5]([CH2:6][CH:7]([CH2:12][OH:13])[NH:8][CH2:9]2)=[CH:4][CH:3]=1. (3) The product is: [CH2:1]([O:5][CH2:6][CH2:7][O:8][C:9]1[CH:10]=[CH:11][C:12]([C:15]2[CH:16]=[CH:17][C:18]3[N:24]([CH2:25][CH:26]([CH3:27])[CH3:28])[CH2:23][CH2:22][C:21]([C:29]([NH:31][C:32]4[CH:33]=[CH:34][C:35]([S:38]([CH2:39][C:40]5[N:44]6[CH2:45][CH2:46][CH2:47][CH2:48][C:43]6=[N:42][CH:41]=5)=[O:58])=[CH:36][CH:37]=4)=[O:30])=[CH:20][C:19]=3[CH:49]=2)=[CH:13][CH:14]=1)[CH2:2][CH2:3][CH3:4]. Given the reactants [CH2:1]([O:5][CH2:6][CH2:7][O:8][C:9]1[CH:14]=[CH:13][C:12]([C:15]2[CH:16]=[CH:17][C:18]3[N:24]([CH2:25][CH:26]([CH3:28])[CH3:27])[CH2:23][CH2:22][C:21]([C:29]([NH:31][C:32]4[CH:37]=[CH:36][C:35]([S:38][CH2:39][C:40]5[N:44]6[CH2:45][CH2:46][CH2:47][CH2:48][C:43]6=[N:42][CH:41]=5)=[CH:34][CH:33]=4)=[O:30])=[CH:20][C:19]=3[CH:49]=2)=[CH:11][CH:10]=1)[CH2:2][CH2:3][CH3:4].ClC1C=CC=C(C(OO)=[O:58])C=1.S([O-])([O-])(=O)=S.[Na+].[Na+], predict the reaction product. (4) Given the reactants C1[O:4][CH2:3]C1.CC1(C)COC1.ClCC1(CCl)COC1.[CH2:19]([C:21]1([CH2:25][O:26][C:27]2[CH:32]=[CH:31][CH:30]=[CH:29][CH:28]=2)[CH2:24][O:23][CH2:22]1)[CH3:20].C(C1(CO)COC1)C.[CH2:41]([C:43]1([CH2:47][O:48][CH2:49][C:50]2[CH:55]=[CH:54][CH:53]=[CH:52][C:51]=2[CH2:56][O:57][CH2:58][C:59]2([CH2:63][CH3:64])[CH2:62][O:61][CH2:60]2)[CH2:46][O:45][CH2:44]1)[CH3:42], predict the reaction product. The product is: [CH2:41]([C:43]1([CH2:47][O:48][CH2:49][C:50]2[C:51]([CH2:56][O:57][CH2:58][C:59]3([CH2:63][CH3:64])[CH2:62][O:61][CH2:60]3)=[C:52]([CH2:27][O:26][CH2:25][C:21]3([CH2:19][CH3:20])[CH2:24][O:23][CH2:22]3)[CH:53]=[CH:54][CH:55]=2)[CH2:46][O:45][CH2:44]1)[CH3:42].[CH2:63]([C:59]1([CH2:58][O:57][CH2:56][C:51]2[CH:52]=[CH:53][CH:54]=[CH:55][C:50]=2[O:4][C:3]2[CH:28]=[CH:29][CH:30]=[CH:31][C:32]=2[CH2:27][O:26][CH2:25][C:21]2([CH2:19][CH3:20])[CH2:22][O:23][CH2:24]2)[CH2:60][O:61][CH2:62]1)[CH3:64]. (5) Given the reactants [CH3:1][O:2][C:3]1[CH:4]=[C:5]([CH:9]=[CH:10][C:11]=1[O:12][CH2:13][CH2:14][N:15]1[CH2:19][CH2:18][NH:17][C:16]1=[O:20])[CH:6]=[N:7][OH:8].[O-]Cl.[Na+], predict the reaction product. The product is: [CH3:1][O:2][C:3]1[CH:4]=[C:5]([CH:9]=[CH:10][C:11]=1[O:12][CH2:13][CH2:14][N:15]1[CH2:19][CH2:18][NH:17][C:16]1=[O:20])[C:6]#[N+:7][O-:8]. (6) Given the reactants [NH2:1][C:2]1[CH:11]=[CH:10][C:5]([C:6]([O:8][CH3:9])=[O:7])=[C:4]([Cl:12])[C:3]=1[I:13].NC1C(I)=CC([C:19](OC)=[O:20])=C(Cl)C=1.NC1C(OC)=CC(C(OC)=O)=C(Cl)C=1, predict the reaction product. The product is: [NH2:1][C:2]1[C:11]([O:20][CH3:19])=[CH:10][C:5]([C:6]([O:8][CH3:9])=[O:7])=[C:4]([Cl:12])[C:3]=1[I:13].